Task: Predict the product of the given reaction.. Dataset: Forward reaction prediction with 1.9M reactions from USPTO patents (1976-2016) (1) Given the reactants [C:1]([NH:4][C:5]1[S:6][C:7]2[CH:13]=[CH:12][CH:11]=[C:10]([O:14][C:15]3[N:20]=[CH:19][N:18]=[C:17]([C:21]4[CH:26]=[CH:25][C:24]([C:27]([F:30])([F:29])[F:28])=[CH:23][C:22]=4[NH:31][C:32]([CH:34]4[CH2:39][CH2:38][CH2:37][CH2:36][NH:35]4)=[O:33])[CH:16]=3)[C:8]=2[N:9]=1)(=[O:3])[CH3:2].[CH:40]1([CH:43]=O)[CH2:42][CH2:41]1, predict the reaction product. The product is: [C:1]([NH:4][C:5]1[S:6][C:7]2[CH:13]=[CH:12][CH:11]=[C:10]([O:14][C:15]3[N:20]=[CH:19][N:18]=[C:17]([C:21]4[CH:26]=[CH:25][C:24]([C:27]([F:29])([F:30])[F:28])=[CH:23][C:22]=4[NH:31][C:32]([CH:34]4[CH2:39][CH2:38][CH2:37][CH2:36][N:35]4[CH2:43][CH:40]4[CH2:42][CH2:41]4)=[O:33])[CH:16]=3)[C:8]=2[N:9]=1)(=[O:3])[CH3:2]. (2) Given the reactants Br[C:2]1[CH:3]=[C:4]([CH:26]=[CH:27][CH:28]=1)[CH2:5][N:6]1[C:10](=[O:11])[N:9]([CH2:12][CH:13]([OH:18])[C:14]([F:17])([F:16])[F:15])[C:8]([C:19]2[CH:24]=[CH:23][C:22]([Cl:25])=[CH:21][CH:20]=2)=[N:7]1.[F:29][C:30]([F:41])([F:40])[C:31]1[CH:36]=[CH:35][CH:34]=[CH:33][C:32]=1B(O)O, predict the reaction product. The product is: [Cl:25][C:22]1[CH:23]=[CH:24][C:19]([C:8]2[N:9]([CH2:12][CH:13]([OH:18])[C:14]([F:17])([F:16])[F:15])[C:10](=[O:11])[N:6]([CH2:5][C:4]3[CH:3]=[C:2]([C:32]4[CH:33]=[CH:34][CH:35]=[CH:36][C:31]=4[C:30]([F:41])([F:40])[F:29])[CH:28]=[CH:27][CH:26]=3)[N:7]=2)=[CH:20][CH:21]=1. (3) Given the reactants C([O:3][C:4]([C:6]1([C:9]2[CH:14]=[CH:13][C:12]([C:15]3[CH:20]=[CH:19][C:18]([C:21]4[S:22][C:23]([Cl:38])=[CH:24][C:25]=4[NH:26][C:27]([O:29][CH:30]([C:32]4[C:36]([CH3:37])=[CH:35][S:34][CH:33]=4)[CH3:31])=[O:28])=[CH:17][N:16]=3)=[CH:11][CH:10]=2)[CH2:8][CH2:7]1)=[O:5])C.[OH-].[Na+].C(O)(C)C.Cl, predict the reaction product. The product is: [Cl:38][C:23]1[S:22][C:21]([C:18]2[CH:19]=[CH:20][C:15]([C:12]3[CH:13]=[CH:14][C:9]([C:6]4([C:4]([OH:5])=[O:3])[CH2:8][CH2:7]4)=[CH:10][CH:11]=3)=[N:16][CH:17]=2)=[C:25]([NH:26][C:27]([O:29][CH:30]([C:32]2[C:36]([CH3:37])=[CH:35][S:34][CH:33]=2)[CH3:31])=[O:28])[CH:24]=1. (4) Given the reactants [N:1]([C:4]([O:6][CH2:7][CH3:8])=[O:5])=[C:2]=[S:3].[C:9]1([N:15]2[CH2:20][CH2:19][NH:18][CH2:17][CH2:16]2)[CH:14]=[CH:13][CH:12]=[CH:11][CH:10]=1, predict the reaction product. The product is: [C:9]1([N:15]2[CH2:20][CH2:19][N:18]([C:2]([NH:1][C:4](=[O:5])[O:6][CH2:7][CH3:8])=[S:3])[CH2:17][CH2:16]2)[CH:14]=[CH:13][CH:12]=[CH:11][CH:10]=1. (5) Given the reactants [O-]P([O-])([O-])=O.[K+].[K+].[K+].C1(P(C2CCCCC2)C2C=CC=CC=2C2C=CC=CC=2N(C)C)CCCCC1.Cl[C:38]1[CH:39]=[C:40]([C:44](=[O:46])[CH3:45])[CH:41]=[CH:42][CH:43]=1.[CH3:47][C@@H:48]1[CH2:53][NH:52][CH2:51][C@H:50]([CH3:54])[NH:49]1, predict the reaction product. The product is: [CH3:47][C@H:48]1[NH:49][C@@H:50]([CH3:54])[CH2:51][N:52]([C:38]2[CH:39]=[C:40]([C:44](=[O:46])[CH3:45])[CH:41]=[CH:42][CH:43]=2)[CH2:53]1.